From a dataset of Experimentally validated miRNA-target interactions with 360,000+ pairs, plus equal number of negative samples. Binary Classification. Given a miRNA mature sequence and a target amino acid sequence, predict their likelihood of interaction. The miRNA is hsa-miR-1908-5p with sequence CGGCGGGGACGGCGAUUGGUC. The protein sequence of the target gene is MAHAPARCPSARGSGDGEMGKPRNVALITGITGQDGSYLAEFLLEKGYEVHGIVRRSSSFNTGRIEHLYKNPQAHIEGNMKLHYGDLTDSTCLVKIINEVKPTEIYNLGAQSHVKISFDLAEYTADVDGVGTLRLLDAVKTCGLINSVKFYQASTSELYGKVQEIPQKETTPFYPRSPYGAAKLYAYWIVVNFREAYNLFAVNGILFNHESPRRGANFVTRKISRSVAKIYLGQLECFSLGNLDAKRDWGHAKDYVEAMWLMLQNDEPEDFVIATGEVHSVREFVEKSFLHIGKTIVWEG.... Result: 1 (interaction).